This data is from TCR-epitope binding with 47,182 pairs between 192 epitopes and 23,139 TCRs. The task is: Binary Classification. Given a T-cell receptor sequence (or CDR3 region) and an epitope sequence, predict whether binding occurs between them. The epitope is PROT_97E67BCC. The TCR CDR3 sequence is CASLRSTSGVIDEQFF. Result: 1 (the TCR binds to the epitope).